This data is from Full USPTO retrosynthesis dataset with 1.9M reactions from patents (1976-2016). The task is: Predict the reactants needed to synthesize the given product. (1) Given the product [C:42]12([C:48]3[C:49]([O:53][C:54]4[N:59]=[CH:58][C:57]([NH:60][C:10]([C@H:9]([NH:8][C:6](=[O:7])[O:5][C:2]([CH3:1])([CH3:3])[CH3:4])[CH2:13][CH3:14])=[O:12])=[CH:56][CH:55]=4)=[CH:50][CH:51]=[CH:52][C:47]=3[O:46][CH2:45]1)[CH2:44][CH2:43]2, predict the reactants needed to synthesize it. The reactants are: [CH3:1][C:2]([O:5][C:6]([NH:8][C@H:9]([CH2:13][CH3:14])[C:10]([OH:12])=O)=[O:7])([CH3:4])[CH3:3].CN(C)C=O.CN(C(ON1N=NC2C=CC=CC1=2)=[N+](C)C)C.[B-](F)(F)(F)F.[C:42]12([C:48]3[C:49]([O:53][C:54]4[N:59]=[CH:58][C:57]([NH2:60])=[CH:56][CH:55]=4)=[CH:50][CH:51]=[CH:52][C:47]=3[O:46][CH2:45]1)[CH2:44][CH2:43]2. (2) Given the product [Br:1][C:2]1[CH:3]=[CH:4][C:5]([F:33])=[C:6]([C:8]([NH:26][S:27]([C:29]([CH3:30])([CH3:32])[CH3:31])=[O:28])([CH3:34])[CH2:9][C:10]2([S:16][CH2:17][C:18]3[CH:23]=[CH:22][C:21]([O:24][CH3:25])=[CH:20][CH:19]=3)[CH2:15][CH2:14][O:13][CH2:12][CH2:11]2)[CH:7]=1, predict the reactants needed to synthesize it. The reactants are: [Br:1][C:2]1[CH:3]=[CH:4][C:5]([F:33])=[C:6](/[C:8](=[N:26]\[S:27]([C:29]([CH3:32])([CH3:31])[CH3:30])=[O:28])/[CH2:9][C:10]2([S:16][CH2:17][C:18]3[CH:23]=[CH:22][C:21]([O:24][CH3:25])=[CH:20][CH:19]=3)[CH2:15][CH2:14][O:13][CH2:12][CH2:11]2)[CH:7]=1.[CH3:34][Mg+].[Br-]. (3) Given the product [CH:22]1[C:9]2=[C:10]3[C:5](=[CH:6][CH:7]=[C:8]2[CH:25]=[CH:24][CH:23]=1)[NH:4][C:16]1[C:11]3=[CH:12][CH:13]=[C:14]2[CH:20]=[CH:19][CH:18]=[CH:17][C:15]2=1, predict the reactants needed to synthesize it. The reactants are: C([N:4]1[C:16]2[C:11](=[CH:12][C:13](Br)=[C:14]3[CH:20]=[CH:19][CH:18]=[CH:17][C:15]3=2)[C:10]2[C:5]1=[CH:6][CH:7]=[C:8]1[CH:25]=[CH:24][CH:23]=[CH:22][C:9]1=2)(=O)C.S1C2C=CC=CC=2N=C1C1C=CC(B(O)O)=CC=1.C(=O)([O-])[O-].[K+].[K+].C(O)C. (4) Given the product [Cl:29][CH:12]([C:3]1[CH:4]=[C:5]([O:10][CH3:11])[C:6]([O:8][CH3:9])=[CH:7][C:2]=1[F:1])[C:13]([O:15][CH3:16])=[O:14], predict the reactants needed to synthesize it. The reactants are: [F:1][C:2]1[CH:7]=[C:6]([O:8][CH3:9])[C:5]([O:10][CH3:11])=[CH:4][C:3]=1[CH:12](O)[C:13]([O:15][CH3:16])=[O:14].C(N(CC)CC)C.S([Cl:29])(C)(=O)=O. (5) Given the product [I:1][C:2]1[C:6]([C:7]2[CH:12]=[CH:11][N:10]=[C:9]([S:20]([CH3:24])(=[O:22])=[O:19])[N:8]=2)=[CH:5][N:4]([CH:15]([CH3:16])[CH3:17])[N:3]=1, predict the reactants needed to synthesize it. The reactants are: [I:1][C:2]1[C:6]([C:7]2[CH:12]=[CH:11][N:10]=[C:9](SC)[N:8]=2)=[CH:5][N:4]([CH:15]([CH3:17])[CH3:16])[N:3]=1.O[O:19][S:20]([O-:22])=O.[K+].[CH3:24]CCCCC.CCOC(C)=O. (6) Given the product [NH2:33][C:32]1[N:31]([CH3:30])[C:1](=[O:4])[C:15]([C:14]2[CH:8]=[CH:13][CH:12]=[C:11]([Cl:29])[CH:10]=2)([C:17]2[CH:22]=[CH:21][C:20]([O:23][CH:24]([F:25])[F:26])=[C:19]([CH3:27])[CH:18]=2)[N:34]=1, predict the reactants needed to synthesize it. The reactants are: [C:1](=[O:4])([O-])[O-].[K+].[K+].Cl[C:8]1C=[C:10]([C:14](=O)[C:15]([C:17]2[CH:22]=[CH:21][C:20]([O:23][CH:24]([F:26])[F:25])=[C:19]([CH3:27])[CH:18]=2)=O)[CH:11]=[CH:12][CH:13]=1.[ClH:29].[CH3:30][NH:31][C:32]([NH2:34])=[NH:33].O1CCOCC1. (7) Given the product [OH:43][CH2:42][CH2:41][CH2:40][O:39][C:38]1[CH:44]=[CH:45][C:35]([C:2]2[CH:7]=[CH:6][N:5]([CH2:8][CH2:9][C:10]([CH3:25])([S:21]([CH3:24])(=[O:23])=[O:22])[C:11]([NH:13][O:14][CH:15]3[CH2:20][CH2:19][CH2:18][CH2:17][O:16]3)=[O:12])[C:4](=[O:26])[CH:3]=2)=[CH:36][CH:37]=1, predict the reactants needed to synthesize it. The reactants are: I[C:2]1[CH:7]=[CH:6][N:5]([CH2:8][CH2:9][C:10]([CH3:25])([S:21]([CH3:24])(=[O:23])=[O:22])[C:11]([NH:13][O:14][CH:15]2[CH2:20][CH2:19][CH2:18][CH2:17][O:16]2)=[O:12])[C:4](=[O:26])[CH:3]=1.CC1(C)C(C)(C)OB([C:35]2[CH:45]=[CH:44][C:38]([O:39][CH2:40][CH2:41][CH2:42][OH:43])=[CH:37][CH:36]=2)O1.C(=O)([O-])[O-].[K+].[K+].C(COC)OC. (8) The reactants are: [CH3:1][O:2][C:3]1[C:8]([NH:9][C:10](=[O:12])[CH3:11])=[CH:7][CH:6]=[CH:5][N:4]=1.[N+:13]([O-])([OH:15])=[O:14]. Given the product [CH3:1][O:2][C:3]1[C:8]([NH:9][C:10](=[O:12])[CH3:11])=[CH:7][C:6]([N+:13]([O-:15])=[O:14])=[CH:5][N:4]=1, predict the reactants needed to synthesize it.